From a dataset of Full USPTO retrosynthesis dataset with 1.9M reactions from patents (1976-2016). Predict the reactants needed to synthesize the given product. (1) Given the product [CH2:1]([N:4]1[C:12]2[C:7](=[N:8][C:9]([C:36]3[CH:37]=[CH:38][C:33]([Br:32])=[CH:34][CH:35]=3)=[C:10]([Cl:13])[CH:11]=2)[N:6]=[C:5]1[O:15][C@@H:16]1[CH2:20][O:19][C@@H:18]2[C@H:21]([O:24][Si:25]([C:28]([CH3:31])([CH3:30])[CH3:29])([CH3:27])[CH3:26])[CH2:22][O:23][C@H:17]12)[CH:2]=[CH2:3], predict the reactants needed to synthesize it. The reactants are: [CH2:1]([N:4]1[C:12]2[C:7](=[N:8][C:9](I)=[C:10]([Cl:13])[CH:11]=2)[N:6]=[C:5]1[O:15][C@@H:16]1[CH2:20][O:19][C@@H:18]2[C@H:21]([O:24][Si:25]([C:28]([CH3:31])([CH3:30])[CH3:29])([CH3:27])[CH3:26])[CH2:22][O:23][C@H:17]12)[CH:2]=[CH2:3].[Br:32][C:33]1[CH:38]=[CH:37][C:36](B(O)O)=[CH:35][CH:34]=1.P([O-])([O-])([O-])=O.[K+].[K+].[K+].CCOC(C)=O.CCCCCC. (2) Given the product [CH2:16]([O:15][C:13]([C:12]1[CH:11]=[CH:10][C:9]([C:41]2[C:36]3[C:35]([C:49]([OH:51])=[O:50])=[CH:34][C:33]([C:30]4[CH:31]=[CH:32][C:27]([F:26])=[C:28]([C:52]([O:54][CH3:55])=[O:53])[CH:29]=4)=[N:38][C:37]=3[N:39]([CH:43]3[CH2:48][CH2:47][CH2:46][CH2:45][O:44]3)[N:40]=2)=[CH:24][CH:23]=1)=[O:14])[C:17]1[CH:18]=[CH:19][CH:20]=[CH:21][CH:22]=1, predict the reactants needed to synthesize it. The reactants are: CC1(C)C(C)(C)OB([C:9]2[CH:24]=[CH:23][C:12]([C:13]([O:15][CH2:16][C:17]3[CH:22]=[CH:21][CH:20]=[CH:19][CH:18]=3)=[O:14])=[CH:11][CH:10]=2)O1.[F:26][C:27]1[CH:32]=[CH:31][C:30]([C:33]2[CH:34]=[C:35]([C:49]([OH:51])=[O:50])[C:36]3[C:41](I)=[N:40][N:39]([CH:43]4[CH2:48][CH2:47][CH2:46][CH2:45][O:44]4)[C:37]=3[N:38]=2)=[CH:29][C:28]=1[C:52]([O:54][CH3:55])=[O:53]. (3) Given the product [CH3:1][C@H:2]1[CH2:7][C@H:6]([C:8]([OH:10])=[O:9])[N:5]([C:11]([C@@H:13]([NH:21][S:22]([C:25]2[CH:26]=[CH:27][CH:28]=[C:29]3[CH2:34][CH:33]([CH3:35])[CH2:32][NH:31][C:30]=23)(=[O:23])=[O:24])[CH2:14][CH2:15][CH2:16][NH:17][C:18]([NH2:20])=[NH:19])=[O:12])[CH2:4][CH2:3]1.[CH3:36][C:37]1[CH2:42][C:40](=[O:41])[N:39]([C:43]2[CH:48]=[CH:47][CH:46]=[CH:45][CH:44]=2)[N:38]=1, predict the reactants needed to synthesize it. The reactants are: [CH3:1][C@H:2]1[CH2:7][C@H:6]([C:8]([OH:10])=[O:9])[N:5]([C:11]([C@@H:13]([NH:21][S:22]([C:25]2[CH:26]=[CH:27][CH:28]=[C:29]3[CH2:34][CH:33]([CH3:35])[CH2:32][NH:31][C:30]=23)(=[O:24])=[O:23])[CH2:14][CH2:15][CH2:16][NH:17][C:18]([NH2:20])=[NH:19])=[O:12])[CH2:4][CH2:3]1.[CH3:36][C:37]1[CH2:42][C:40](=[O:41])[N:39]([C:43]2[CH:44]=[CH:45][CH:46]=[CH:47][CH:48]=2)[N:38]=1.